This data is from Full USPTO retrosynthesis dataset with 1.9M reactions from patents (1976-2016). The task is: Predict the reactants needed to synthesize the given product. Given the product [N:3]1[CH:8]=[CH:7][CH:6]=[C:5]([C:9]2[CH:14]=[CH:13][C:12](/[CH:15]=[CH:16]/[CH2:17][OH:18])=[CH:11][CH:10]=2)[N:4]=1, predict the reactants needed to synthesize it. The reactants are: [BH4-].[Na+].[N:3]1[CH:8]=[CH:7][CH:6]=[C:5]([C:9]2[CH:14]=[CH:13][C:12](/[CH:15]=[CH:16]/[CH:17]=[O:18])=[CH:11][CH:10]=2)[N:4]=1.